Dataset: NCI-60 drug combinations with 297,098 pairs across 59 cell lines. Task: Regression. Given two drug SMILES strings and cell line genomic features, predict the synergy score measuring deviation from expected non-interaction effect. (1) Drug 1: CCC1(CC2CC(C3=C(CCN(C2)C1)C4=CC=CC=C4N3)(C5=C(C=C6C(=C5)C78CCN9C7C(C=CC9)(C(C(C8N6C)(C(=O)OC)O)OC(=O)C)CC)OC)C(=O)OC)O. Synergy scores: CSS=52.9, Synergy_ZIP=3.65, Synergy_Bliss=3.26, Synergy_Loewe=2.60, Synergy_HSA=7.45. Cell line: UACC62. Drug 2: CCN(CC)CCNC(=O)C1=C(NC(=C1C)C=C2C3=C(C=CC(=C3)F)NC2=O)C. (2) Drug 1: CC1CCC2CC(C(=CC=CC=CC(CC(C(=O)C(C(C(=CC(C(=O)CC(OC(=O)C3CCCCN3C(=O)C(=O)C1(O2)O)C(C)CC4CCC(C(C4)OC)OCCO)C)C)O)OC)C)C)C)OC. Drug 2: CC1C(C(CC(O1)OC2CC(CC3=C2C(=C4C(=C3O)C(=O)C5=CC=CC=C5C4=O)O)(C(=O)C)O)N)O. Cell line: TK-10. Synergy scores: CSS=53.7, Synergy_ZIP=0.613, Synergy_Bliss=0.796, Synergy_Loewe=4.42, Synergy_HSA=5.44. (3) Drug 1: C1=CC(=CC=C1C#N)C(C2=CC=C(C=C2)C#N)N3C=NC=N3. Drug 2: CC(C)NC(=O)C1=CC=C(C=C1)CNNC.Cl. Cell line: 786-0. Synergy scores: CSS=2.91, Synergy_ZIP=-0.777, Synergy_Bliss=-0.372, Synergy_Loewe=1.87, Synergy_HSA=0.347. (4) Drug 1: C1CC(=O)NC(=O)C1N2CC3=C(C2=O)C=CC=C3N. Drug 2: CN1C2=C(C=C(C=C2)N(CCCl)CCCl)N=C1CCCC(=O)O.Cl. Synergy scores: CSS=-7.18, Synergy_ZIP=0.763, Synergy_Bliss=-4.37, Synergy_Loewe=-8.09, Synergy_HSA=-7.28. Cell line: OVCAR-4. (5) Drug 1: CC1=CC2C(CCC3(C2CCC3(C(=O)C)OC(=O)C)C)C4(C1=CC(=O)CC4)C. Synergy scores: CSS=-3.48, Synergy_ZIP=-1.27, Synergy_Bliss=-9.39, Synergy_Loewe=-7.77, Synergy_HSA=-8.04. Drug 2: C1C(C(OC1N2C=NC3=C2NC=NCC3O)CO)O. Cell line: HCT116. (6) Drug 1: C1=NC2=C(N=C(N=C2N1C3C(C(C(O3)CO)O)O)F)N. Drug 2: CC12CCC3C(C1CCC2O)C(CC4=C3C=CC(=C4)O)CCCCCCCCCS(=O)CCCC(C(F)(F)F)(F)F. Cell line: NCI-H522. Synergy scores: CSS=21.0, Synergy_ZIP=-5.14, Synergy_Bliss=2.85, Synergy_Loewe=-7.36, Synergy_HSA=0.0962.